From a dataset of Catalyst prediction with 721,799 reactions and 888 catalyst types from USPTO. Predict which catalyst facilitates the given reaction. (1) Reactant: [Br:1][C:2]1[CH:3]=[CH:4][C:5]2[C:6]3[N:14]([CH2:15][CH2:16][CH2:17][O:18][CH:19]([CH3:21])[CH3:20])[C:13]([CH2:22][O:23][CH2:24][CH3:25])=[N:12][C:7]=3[CH:8]=[N:9][C:10]=2[CH:11]=1.C(OO)(=[O:28])C.S(S([O-])=O)([O-])(=O)=O.[Na+].[Na+].C(=O)(O)[O-].[Na+]. Product: [Br:1][C:2]1[CH:3]=[CH:4][C:5]2[C:6]3[N:14]([CH2:15][CH2:16][CH2:17][O:18][CH:19]([CH3:20])[CH3:21])[C:13]([CH2:22][O:23][CH2:24][CH3:25])=[N:12][C:7]=3[CH:8]=[N+:9]([O-:28])[C:10]=2[CH:11]=1. The catalyst class is: 84. (2) Reactant: C[O:2][C:3]([C:5]1([C:9]2[CH:14]=[CH:13][CH:12]=[C:11]([O:15][CH2:16][CH2:17][CH2:18][N:19]([CH2:34][C:35]3[CH:40]=[CH:39][CH:38]=[C:37]([C:41]([F:44])([F:43])[F:42])[C:36]=3[Cl:45])[CH2:20][CH:21]([C:28]3[CH:33]=[CH:32][CH:31]=[CH:30][CH:29]=3)[C:22]3[CH:27]=[CH:26][CH:25]=[CH:24][CH:23]=3)[CH:10]=2)[CH2:8][CH2:7][CH2:6]1)=[O:4].[Li+].[Cl-]. Product: [ClH:45].[Cl:45][C:36]1[C:37]([C:41]([F:42])([F:43])[F:44])=[CH:38][CH:39]=[CH:40][C:35]=1[CH2:34][N:19]([CH2:20][CH:21]([C:22]1[CH:27]=[CH:26][CH:25]=[CH:24][CH:23]=1)[C:28]1[CH:29]=[CH:30][CH:31]=[CH:32][CH:33]=1)[CH2:18][CH2:17][CH2:16][O:15][C:11]1[CH:10]=[C:9]([C:5]2([C:3]([OH:4])=[O:2])[CH2:6][CH2:7][CH2:8]2)[CH:14]=[CH:13][CH:12]=1. The catalyst class is: 3. (3) Reactant: [S:1]1[CH:5]=[CH:4][CH:3]=[CH:2]1.[F:6][C:7]([F:16])([F:15])[C:8](=[O:14])[C:9]([O:11][CH2:12][CH3:13])=[O:10]. Product: [F:6][C:7]([F:15])([F:16])[C:8]([OH:14])([C:2]1[S:1][CH:5]=[CH:4][CH:3]=1)[C:9]([O:11][CH2:12][CH3:13])=[O:10]. The catalyst class is: 530. (4) Reactant: [C:1]([C:3]1[CH:8]=[CH:7][C:6]([CH:9]([CH3:13])[C:10]([OH:12])=O)=[CH:5][C:4]=1[O:14][CH3:15])#[N:2].[CH3:16][CH:17]1[CH2:22][CH2:21][N:20]([C:23]2[C:28]([CH2:29][NH2:30])=[CH:27][CH:26]=[C:25]([C:31]([F:34])([F:33])[F:32])[N:24]=2)[CH2:19][CH2:18]1.CN(C)CCCN=C=NCC.ON1C2C=CC=CC=2N=N1.C(N(CC)CC)C. Product: [C:1]([C:3]1[CH:8]=[CH:7][C:6]([CH:9]([CH3:13])[C:10]([NH:30][CH2:29][C:28]2[C:23]([N:20]3[CH2:21][CH2:22][CH:17]([CH3:16])[CH2:18][CH2:19]3)=[N:24][C:25]([C:31]([F:34])([F:32])[F:33])=[CH:26][CH:27]=2)=[O:12])=[CH:5][C:4]=1[O:14][CH3:15])#[N:2]. The catalyst class is: 115. (5) Reactant: [O:1]=[C:2]1[N:6]([CH2:7][CH2:8][O:9][C:10]2[CH:27]=[CH:26][C:13]([CH2:14][CH:15]([C:21]([O:23]CC)=[O:22])[C:16]([O:18][CH2:19][CH3:20])=[O:17])=[CH:12][CH:11]=2)[C:5]2[CH:28]=[CH:29][CH:30]=[CH:31][C:4]=2[O:3]1.O1CCCC1.[OH-].[Na+]. Product: [CH2:19]([O:18][C:16](=[O:17])[CH:15]([CH2:14][C:13]1[CH:12]=[CH:11][C:10]([O:9][CH2:8][CH2:7][N:6]2[C:5]3[CH:28]=[CH:29][CH:30]=[CH:31][C:4]=3[O:3][C:2]2=[O:1])=[CH:27][CH:26]=1)[C:21]([OH:23])=[O:22])[CH3:20]. The catalyst class is: 8. (6) Reactant: [CH2:1]([O:3][C:4](=[O:12])[C:5](=O)[C:6]1[S:7][CH:8]=[CH:9][CH:10]=1)[CH3:2].[CH3:13][CH:14]([CH3:19])[CH2:15][CH2:16][NH:17][NH2:18]. Product: [CH2:1]([O:3][C:4](=[O:12])[C:5](=[N:18][NH:17][CH2:16][CH2:15][CH:14]([CH3:19])[CH3:13])[C:6]1[S:7][CH:8]=[CH:9][CH:10]=1)[CH3:2]. The catalyst class is: 8. (7) Reactant: [Na].[F:2][C:3]1[CH:4]=[C:5]([CH:8]=[CH:9][C:10]=1[CH3:11])[CH:6]=O.[CH2:12]([O:14][C:15](=[O:20])[CH2:16][N:17]=[N+:18]=[N-:19])[CH3:13].[Cl-].[NH4+]. Product: [CH2:12]([O:14][C:15](=[O:20])/[C:16](/[N:17]=[N+:18]=[N-:19])=[CH:6]/[C:5]1[CH:8]=[CH:9][C:10]([CH3:11])=[C:3]([F:2])[CH:4]=1)[CH3:13]. The catalyst class is: 815.